This data is from Full USPTO retrosynthesis dataset with 1.9M reactions from patents (1976-2016). The task is: Predict the reactants needed to synthesize the given product. (1) The reactants are: [CH:1]1([N:4]([CH2:6][C:7]2[CH:12]=[CH:11][CH:10]=[C:9]([C:13]#[CH:14])[CH:8]=2)[CH3:5])[CH2:3][CH2:2]1.Br[C:16]1[CH:17]=[C:18]2[C:23](=[C:24](CNC3CC3)[CH:25]=1)[O:22][C:21](C)(C)[CH2:20][C:19]2(C)C.[CH2:35](N(CC)CC)C.[C:42](OCC)(=[O:44])[CH3:43]. Given the product [CH2:42]([O:44][C:21](=[O:22])[C:20]([CH3:35])=[CH:19][C:18]1[CH:17]=[CH:16][C:25]([C:14]#[C:13][C:9]2[CH:10]=[CH:11][CH:12]=[C:7]([CH2:6][N:4]([CH:1]3[CH2:3][CH2:2]3)[CH3:5])[CH:8]=2)=[CH:24][CH:23]=1)[CH3:43], predict the reactants needed to synthesize it. (2) Given the product [CH:1]([N:14]1[CH2:15][CH2:16][N:17]([CH2:20][CH:21]2[O:25][C:24](=[O:26])[N:23]([CH2:27][CH2:54][C:55]3[CH:60]=[CH:59][C:58]([CH3:61])=[CH:57][CH:56]=3)[CH2:22]2)[CH2:18][CH2:19]1)([C:2]1[CH:7]=[CH:6][CH:5]=[CH:4][CH:3]=1)[C:8]1[CH:13]=[CH:12][CH:11]=[CH:10][CH:9]=1, predict the reactants needed to synthesize it. The reactants are: [CH:1]([N:14]1[CH2:19][CH2:18][N:17]([CH2:20][CH:21]2[O:25][C:24](=[O:26])[N:23]([CH2:27]C3C=CC(F)=CC=3)[CH2:22]2)[CH2:16][CH2:15]1)([C:8]1[CH:13]=[CH:12][CH:11]=[CH:10][CH:9]=1)[C:2]1[CH:7]=[CH:6][CH:5]=[CH:4][CH:3]=1.CC1C=CC(S(OCC2OC(=O)N(C[CH2:54][C:55]3[CH:60]=[CH:59][C:58]([CH3:61])=[CH:57][CH:56]=3)C2)(=O)=O)=CC=1.CC1C=CC(S(OCC2OC(=O)N(CC3C=CC(F)=CC=3)C2)(=O)=O)=CC=1. (3) Given the product [CH:38]1([C:41]2[C:49]3[C:44](=[CH:45][CH:46]=[CH:47][C:48]=3[NH:50][C:22]([C:19]3[N:16]4[CH:17]=[CH:18][C:13]([O:12][CH2:11][CH2:10][N:7]5[CH2:8][CH2:9][N:4]([CH:1]([CH3:3])[CH3:2])[CH2:5][CH2:6]5)=[CH:14][C:15]4=[N:21][CH:20]=3)=[O:23])[N:43]([CH2:51][C:52]3[CH:56]=[CH:55][N:54]([CH:57]([CH3:59])[CH3:58])[N:53]=3)[N:42]=2)[CH2:39][CH2:40]1, predict the reactants needed to synthesize it. The reactants are: [CH:1]([N:4]1[CH2:9][CH2:8][N:7]([CH2:10][CH2:11][O:12][C:13]2[CH:18]=[CH:17][N:16]3[C:19]([C:22]([O-])=[O:23])=[CH:20][N:21]=[C:15]3[CH:14]=2)[CH2:6][CH2:5]1)([CH3:3])[CH3:2].[Li+].ClC1C=C(Cl)C=C(Cl)C=1C(Cl)=O.[CH:38]1([C:41]2[C:49]3[C:48]([NH2:50])=[CH:47][CH:46]=[CH:45][C:44]=3[N:43]([CH2:51][C:52]3[CH:56]=[CH:55][N:54]([CH:57]([CH3:59])[CH3:58])[N:53]=3)[N:42]=2)[CH2:40][CH2:39]1.[OH-].[Na+]. (4) Given the product [CH2:1]([N:8]1[CH2:9][C@@H:10]2[CH2:11][N:12]([C:30]([O:29][C:26]([CH3:28])([CH3:27])[CH3:25])=[O:31])[CH2:13][C@@H:14]2[CH2:15]1)[C:2]1[CH:7]=[CH:6][CH:5]=[CH:4][CH:3]=1, predict the reactants needed to synthesize it. The reactants are: [CH2:1]([N:8]1[CH2:15][C@@H:14]2[C@@H:10]([CH2:11][NH:12][CH2:13]2)[CH2:9]1)[C:2]1[CH:7]=[CH:6][CH:5]=[CH:4][CH:3]=1.CCN(C(C)C)C(C)C.[CH3:25][C:26]([O:29][C:30](O[C:30]([O:29][C:26]([CH3:28])([CH3:27])[CH3:25])=[O:31])=[O:31])([CH3:28])[CH3:27].